The task is: Predict the reaction yield, written as a fraction of the theoretical maximum amount of product (1.0 means a 100% yield; for example, 0.34 means a 34% yield).. This data is from Reaction yield outcomes from USPTO patents with 853,638 reactions. (1) The reactants are [NH2:1][C:2]1[N:3]([CH3:25])[C:4](=[O:24])[C:5]2([C:15]3[C:10](=[CH:11][CH:12]=[C:13](Br)[CH:14]=3)[O:9][CH:8]([C:17]3[CH:22]=[CH:21][C:20]([F:23])=[CH:19][CH:18]=3)[CH2:7]2)[N:6]=1.[C:26]([C:28]1[CH:29]=[C:30](B(O)O)[CH:31]=[CH:32][CH:33]=1)#[N:27]. The catalyst is O1CCOCC1.C([O-])([O-])=O.[Cs+].[Cs+].Cl[Pd](Cl)([P](C1C=CC=CC=1)(C1C=CC=CC=1)C1C=CC=CC=1)[P](C1C=CC=CC=1)(C1C=CC=CC=1)C1C=CC=CC=1. The product is [NH2:1][C:2]1[N:3]([CH3:25])[C:4](=[O:24])[C@:5]2([C:15]3[C:10](=[CH:11][CH:12]=[C:13]([C:32]4[CH:33]=[C:28]([CH:29]=[CH:30][CH:31]=4)[C:26]#[N:27])[CH:14]=3)[O:9][C@H:8]([C:17]3[CH:22]=[CH:21][C:20]([F:23])=[CH:19][CH:18]=3)[CH2:7]2)[N:6]=1.[NH2:1][C:2]1[N:3]([CH3:25])[C:4](=[O:24])[C:5]2([C:15]3[C:10](=[CH:11][CH:12]=[C:13]([C:32]4[CH:33]=[C:28]([CH:29]=[CH:30][CH:31]=4)[C:26]#[N:27])[CH:14]=3)[O:9][CH:8]([C:17]3[CH:22]=[CH:21][C:20]([F:23])=[CH:19][CH:18]=3)[CH2:7]2)[N:6]=1. The yield is 0.100. (2) The reactants are [CH3:1][O:2][C:3]([C:5]1[S:9][C:8]2[CH:10]=[C:11](Cl)[CH:12]=[CH:13][C:7]=2[C:6]=1[O:15][CH2:16][C:17]([O:19][C:20]([CH3:23])([CH3:22])[CH3:21])=[O:18])=[O:4].F[B-](F)(F)F.C(P(C(C)(C)C)C(C)(C)C)(C)(C)C.C([Sn](CCCC)(CCCC)[C:47]([O:49]CC)=[CH2:48])CCC.[F-].[Cs+].B(F)(F)F.CCOCC.O.[F-].C([N+](CCCC)(CCCC)CCCC)CCC.C(=O)(O)[O-].[Na+]. The catalyst is CN1CCCC1=O.C(OCC)(=O)C.C1C=CC(/C=C/C(/C=C/C2C=CC=CC=2)=O)=CC=1.C1C=CC(/C=C/C(/C=C/C2C=CC=CC=2)=O)=CC=1.C1C=CC(/C=C/C(/C=C/C2C=CC=CC=2)=O)=CC=1.[Pd].[Pd].O. The product is [CH3:1][O:2][C:3]([C:5]1[S:9][C:8]2[CH:10]=[C:11]([C:47](=[O:49])[CH3:48])[CH:12]=[CH:13][C:7]=2[C:6]=1[O:15][CH2:16][C:17]([O:19][C:20]([CH3:23])([CH3:22])[CH3:21])=[O:18])=[O:4]. The yield is 0.610.